This data is from Full USPTO retrosynthesis dataset with 1.9M reactions from patents (1976-2016). The task is: Predict the reactants needed to synthesize the given product. (1) Given the product [C:37](/[CH:31]=[CH:32]/[C:2]1[C:3]([C:17]2[CH:22]=[CH:21][C:20]([F:23])=[CH:19][CH:18]=2)=[N:4][C:5]([N:11]([CH3:16])[S:12]([CH3:15])(=[O:14])=[O:13])=[N:6][C:7]=1[CH:8]([CH3:10])[CH3:9])#[N:44], predict the reactants needed to synthesize it. The reactants are: Br[C:2]1[C:3]([C:17]2[CH:22]=[CH:21][C:20]([F:23])=[CH:19][CH:18]=2)=[N:4][C:5]([N:11]([CH3:16])[S:12]([CH3:15])(=[O:14])=[O:13])=[N:6][C:7]=1[CH:8]([CH3:10])[CH3:9].C1(C)C=CC=CC=1.[CH:31]1([CH:37]([NH2:44])C2CCCCC2)CCCC[CH2:32]1.C(#N)C=C. (2) Given the product [CH3:1][O:2][C:3]([C:5]1[C:10]([NH:11][C:12]2[CH:17]=[CH:16][C:15]([Br:34])=[CH:14][C:13]=2[F:22])=[N:9][C:8]([CH2:23][NH:24][CH:25]=[O:26])=[CH:7][N:6]=1)=[O:4], predict the reactants needed to synthesize it. The reactants are: [CH3:1][O:2][C:3]([C:5]1[C:10]([NH:11][C:12]2[CH:17]=[CH:16][C:15]([Si](C)(C)C)=[CH:14][C:13]=2[F:22])=[N:9][C:8]([CH2:23][NH:24][CH:25]=[O:26])=[CH:7][N:6]=1)=[O:4].C1C(=O)N([Br:34])C(=O)C1. (3) Given the product [F:18][C:15]1[CH:16]=[CH:17][C:12]([CH:8]([C:5]2[CH:4]=[CH:3][C:2]([F:1])=[CH:7][CH:6]=2)[C:9]([NH:19][CH2:20][CH2:21][CH2:22][N:23]2[CH2:28][CH2:27][CH:26]([C:29]3[CH:30]=[C:31]([NH:35][C:36](=[O:40])[CH:37]([CH3:38])[CH3:39])[CH:32]=[CH:33][CH:34]=3)[CH2:25][CH2:24]2)=[O:11])=[CH:13][CH:14]=1, predict the reactants needed to synthesize it. The reactants are: [F:1][C:2]1[CH:7]=[CH:6][C:5]([CH:8]([C:12]2[CH:17]=[CH:16][C:15]([F:18])=[CH:14][CH:13]=2)[C:9]([OH:11])=O)=[CH:4][CH:3]=1.[NH2:19][CH2:20][CH2:21][CH2:22][N:23]1[CH2:28][CH2:27][CH:26]([C:29]2[CH:30]=[C:31]([NH:35][C:36](=[O:40])[CH:37]([CH3:39])[CH3:38])[CH:32]=[CH:33][CH:34]=2)[CH2:25][CH2:24]1. (4) Given the product [NH:19]([C:11](=[O:12])[C:10]([CH3:17])([CH3:16])[CH2:9][NH:8][C:6](=[O:7])[O:5][C:1]([CH3:4])([CH3:3])[CH3:2])[NH2:20], predict the reactants needed to synthesize it. The reactants are: [C:1]([O:5][C:6]([NH:8][CH2:9][C:10]([CH3:17])([CH3:16])[C:11](OCC)=[O:12])=[O:7])([CH3:4])([CH3:3])[CH3:2].O.[NH2:19][NH2:20]. (5) Given the product [CH2:12]([CH:6]1[C:5]2[C:10](=[CH:11][C:2]([NH:1][CH:2]3[CH2:11][CH2:10][CH2:5][CH2:4][CH2:3]3)=[CH:3][CH:4]=2)[C:8](=[O:9])[O:7]1)[CH2:13][CH2:14][CH3:15], predict the reactants needed to synthesize it. The reactants are: [NH2:1][C:2]1[CH:11]=[C:10]2[C:5]([CH:6]([CH2:12][CH2:13][CH2:14][CH3:15])[O:7][C:8]2=[O:9])=[CH:4][CH:3]=1. (6) Given the product [CH3:1][O:2][C:3]1[C:8]([NH:9][CH:16]=[O:17])=[CH:7][CH:6]=[C:5]([N:10]2[CH2:15][CH2:14][O:13][CH2:12][CH2:11]2)[N:4]=1, predict the reactants needed to synthesize it. The reactants are: [CH3:1][O:2][C:3]1[C:8]([NH2:9])=[CH:7][CH:6]=[C:5]([N:10]2[CH2:15][CH2:14][O:13][CH2:12][CH2:11]2)[N:4]=1.[CH:16](O)=[O:17]. (7) Given the product [CH:2]([C:1]1[C:6]([C:7]([O:9][CH2:10][CH3:11])=[O:8])=[C:12]([CH:13]([CH3:15])[CH3:14])[O:16][N:18]=1)([CH3:4])[CH3:3], predict the reactants needed to synthesize it. The reactants are: [C:1]([CH:6]([C:12](=[O:16])[CH:13]([CH3:15])[CH3:14])[C:7]([O:9][CH2:10][CH3:11])=[O:8])(=O)[CH:2]([CH3:4])[CH3:3].Cl.[NH2:18]O. (8) Given the product [Cl:1][C:2]1[CH:7]=[C:6]([Cl:21])[CH:5]=[CH:4][C:3]=1[C@H:8]1[C@H:13]([N+:14]([O-:16])=[O:15])[CH2:12][C:11]([CH2:22][N:24]2[CH2:27][CH2:28][CH:32]([OH:35])[CH2:26][CH2:25]2)=[CH:10][CH2:9]1, predict the reactants needed to synthesize it. The reactants are: [Cl:1][C:2]1[CH:7]=[CH:6][CH:5]=[CH:4][C:3]=1[C@H:8]1[C@H:13]([N+:14]([O-:16])=[O:15])[CH2:12][CH:11]=[CH:10][CH2:9]1.CS([Cl:21])(=O)=O.[CH2:22]([N:24]([CH2:27][CH3:28])[CH2:25][CH3:26])C.N1CC[CH:32]([OH:35])CC1. (9) The reactants are: [NH2:1][CH2:2][C:3]1[N:8]=[C:7]([N:9]([CH2:17][C:18]([O:20][C:21]([CH3:24])([CH3:23])[CH3:22])=[O:19])[C:10]([O:12][C:13]([CH3:16])([CH3:15])[CH3:14])=[O:11])[CH:6]=[CH:5][CH:4]=1.[F:25][C:26]1[CH:31]=[CH:30][C:29]([S:32](Cl)(=[O:34])=[O:33])=[CH:28][CH:27]=1. Given the product [C:13]([O:12][C:10]([N:9]([CH2:17][C:18]([O:20][C:21]([CH3:24])([CH3:23])[CH3:22])=[O:19])[C:7]1[CH:6]=[CH:5][CH:4]=[C:3]([CH2:2][NH:1][S:32]([C:29]2[CH:30]=[CH:31][C:26]([F:25])=[CH:27][CH:28]=2)(=[O:34])=[O:33])[N:8]=1)=[O:11])([CH3:16])([CH3:15])[CH3:14], predict the reactants needed to synthesize it.